Task: Predict the product of the given reaction.. Dataset: Forward reaction prediction with 1.9M reactions from USPTO patents (1976-2016) (1) The product is: [ClH:1].[S:18]1[CH:19]=[CH:20][C:16]([CH2:15][CH2:14][N:11]2[CH:4]=[C:3]([CH2:2][C:5]3[N:6]=[C:7]([NH2:10])[NH:8][CH:9]=3)[N:13]=[N:12]2)=[CH:17]1. Given the reactants [ClH:1].[CH2:2]([C:5]1[N:6]=[C:7]([NH2:10])[NH:8][CH:9]=1)[C:3]#[CH:4].[N:11]([CH2:14][CH2:15][C:16]1[CH:20]=[CH:19][S:18][CH:17]=1)=[N+:12]=[N-:13], predict the reaction product. (2) The product is: [Cl:36][C:33]([Cl:34])([Cl:35])[C:32]([N:29]1[CH2:30][CH2:31][N:26]([C:17]2[CH:18]=[C:19]([S:22]([N:7]3[C:8]4[C:4](=[CH:3][C:2]([Cl:1])=[CH:10][CH:9]=4)[C:5]([CH3:11])=[CH:6]3)(=[O:23])=[O:24])[CH:20]=[CH:21][C:16]=2[O:15][CH3:14])[CH2:27][CH2:28]1)=[O:37]. Given the reactants [Cl:1][C:2]1[CH:3]=[C:4]2[C:8](=[CH:9][CH:10]=1)[NH:7][CH:6]=[C:5]2[CH3:11].[H-].[Na+].[CH3:14][O:15][C:16]1[CH:21]=[CH:20][C:19]([S:22](Cl)(=[O:24])=[O:23])=[CH:18][C:17]=1[N:26]1[CH2:31][CH2:30][N:29]([C:32](=[O:37])[C:33]([Cl:36])([Cl:35])[Cl:34])[CH2:28][CH2:27]1, predict the reaction product. (3) Given the reactants [N+:1]([C:4]1[CH:5]=[N:6][CH:7]=[CH:8][C:9]=1O)([O-:3])=[O:2].P(Cl)(Cl)([Cl:13])=O, predict the reaction product. The product is: [Cl:13][C:9]1[CH:8]=[CH:7][N:6]=[CH:5][C:4]=1[N+:1]([O-:3])=[O:2]. (4) Given the reactants [Si]([O:18][CH2:19][C:20]1[CH:21]=[C:22]([CH2:30][OH:31])[CH:23]=[C:24]([O:26][CH:27]([CH3:29])[CH3:28])[CH:25]=1)(C(C)(C)C)(C1C=CC=CC=1)C1C=CC=CC=1.O[C:33]1[CH:37]=[C:36]([CH2:38][CH2:39][C:40]([O:42][CH2:43][CH3:44])=[O:41])[N:35]([C:45]2[CH:50]=[CH:49][CH:48]=[CH:47][CH:46]=2)[N:34]=1.C(P(CCCC)CCCC)CCC.N(C(N1CCCCC1)=O)=NC(N1CCCCC1)=O.[F-].C([N+](CCCC)(CCCC)CCCC)CCC.C(=O)([O-])O.[Na+], predict the reaction product. The product is: [OH:31][CH2:30][C:22]1[CH:21]=[C:20]([CH:25]=[C:24]([O:26][CH:27]([CH3:28])[CH3:29])[CH:23]=1)[CH2:19][O:18][C:33]1[CH:37]=[C:36]([CH2:38][CH2:39][C:40]([O:42][CH2:43][CH3:44])=[O:41])[N:35]([C:45]2[CH:46]=[CH:47][CH:48]=[CH:49][CH:50]=2)[N:34]=1. (5) Given the reactants Cl.CN(C)CCCN=C=NCC.Cl.[CH3:14][O:15][C:16](=[O:28])[CH2:17][NH:18][CH2:19][C:20]1[CH:25]=[CH:24][CH:23]=[CH:22][C:21]=1[O:26][CH3:27].[C:29]([O:33][C:34]([NH:36][C@H:37]([C:51](O)=[O:52])[CH:38]([C:45]1[CH:50]=[CH:49][CH:48]=[CH:47][CH:46]=1)[C:39]1[CH:44]=[CH:43][CH:42]=[CH:41][CH:40]=1)=[O:35])([CH3:32])([CH3:31])[CH3:30].ON1C2C=CC=CC=2N=N1.C(N(CC)C(C)C)(C)C, predict the reaction product. The product is: [CH3:14][O:15][C:16](=[O:28])[CH2:17][N:18]([C:51](=[O:52])[C@@H:37]([NH:36][C:34]([O:33][C:29]([CH3:31])([CH3:30])[CH3:32])=[O:35])[CH:38]([C:45]1[CH:46]=[CH:47][CH:48]=[CH:49][CH:50]=1)[C:39]1[CH:44]=[CH:43][CH:42]=[CH:41][CH:40]=1)[CH2:19][C:20]1[CH:25]=[CH:24][CH:23]=[CH:22][C:21]=1[O:26][CH3:27]. (6) The product is: [F:1][C:2]1[CH:7]=[CH:6][C:5]([C:8]([F:11])([F:10])[F:9])=[CH:4][C:3]=1[C:16]1[CH:21]=[C:20]([CH3:22])[CH:19]=[CH:18][N:17]=1. Given the reactants [F:1][C:2]1[CH:7]=[CH:6][C:5]([C:8]([F:11])([F:10])[F:9])=[CH:4][C:3]=1B(O)O.Cl[C:16]1[CH:21]=[C:20]([CH3:22])[CH:19]=[CH:18][N:17]=1.C(P(C(C)(C)C)C[Si](C)(C)C)(C)(C)C.[F-].[Cs+], predict the reaction product. (7) Given the reactants [CH2:1]([N:8]1[C:17]2[C:12](=[CH:13][C:14]([NH:18][C:19]3[N:28]=[CH:27][C:26]([CH:29]4[CH2:31][CH2:30]4)=[CH:25][C:20]=3[C:21]([O:23]C)=[O:22])=[CH:15][CH:16]=2)[CH2:11][CH2:10][CH2:9]1)[C:2]1[CH:7]=[CH:6][CH:5]=[CH:4][CH:3]=1.[OH-].[Na+], predict the reaction product. The product is: [CH2:1]([N:8]1[C:17]2[C:12](=[CH:13][C:14]([NH:18][C:19]3[N:28]=[CH:27][C:26]([CH:29]4[CH2:31][CH2:30]4)=[CH:25][C:20]=3[C:21]([OH:23])=[O:22])=[CH:15][CH:16]=2)[CH2:11][CH2:10][CH2:9]1)[C:2]1[CH:3]=[CH:4][CH:5]=[CH:6][CH:7]=1. (8) Given the reactants [CH3:1][N:2]([CH3:16])[C:3]1([C:10]2[CH:15]=[CH:14][CH:13]=[CH:12][CH:11]=2)[CH2:8][CH2:7][CH:6]([NH2:9])[CH2:5][CH2:4]1.C1([O:23][C:24](=O)[NH:25][CH2:26][CH2:27][C:28]2[C:36]3[C:31](=[CH:32][CH:33]=[C:34]([F:37])[CH:35]=3)[NH:30][CH:29]=2)C=CC=CC=1, predict the reaction product. The product is: [CH3:1][N:2]([CH3:16])[C:3]1([C:10]2[CH:15]=[CH:14][CH:13]=[CH:12][CH:11]=2)[CH2:8][CH2:7][CH:6]([NH:9][C:24]([NH:25][CH2:26][CH2:27][C:28]2[C:36]3[C:31](=[CH:32][CH:33]=[C:34]([F:37])[CH:35]=3)[NH:30][CH:29]=2)=[O:23])[CH2:5][CH2:4]1. (9) Given the reactants [CH3:1][O:2][C:3]1[CH:8]=[CH:7][CH:6]=[CH:5][C:4]=1[CH:9]1[CH2:14][C:13](=[O:15])[CH2:12][C:11](=[O:16])[CH2:10]1.[C:17]([O-])(=[O:19])[CH3:18].[Na+].C(C1C(=O)CC(C2C=CC(F)=CC=2)CC1=O)(=O)C, predict the reaction product. The product is: [C:17]([CH:12]1[C:11](=[O:16])[CH2:10][CH:9]([C:4]2[CH:5]=[CH:6][CH:7]=[CH:8][C:3]=2[O:2][CH3:1])[CH2:14][C:13]1=[O:15])(=[O:19])[CH3:18]. (10) Given the reactants [NH2:1][C:2]1[CH:10]=[C:9]2[C:5]([C:6]3[C:14]([C:15]4[CH:20]=[CH:19][CH:18]=[CH:17][C:16]=4[F:21])=[CH:13][N:12]=[C:11]([C:22]([NH2:24])=[O:23])[C:7]=3[NH:8]2)=[CH:4][CH:3]=1.[O:25]1[CH2:30][CH2:29][C:28](=O)[CH2:27][CH2:26]1.C(O[BH-](OC(=O)C)OC(=O)C)(=O)C.[Na+].O, predict the reaction product. The product is: [F:21][C:16]1[CH:17]=[CH:18][CH:19]=[CH:20][C:15]=1[C:14]1[C:6]2[C:5]3[C:9](=[CH:10][C:2]([NH:1][CH:28]4[CH2:29][CH2:30][O:25][CH2:26][CH2:27]4)=[CH:3][CH:4]=3)[NH:8][C:7]=2[C:11]([C:22]([NH2:24])=[O:23])=[N:12][CH:13]=1.